Dataset: Full USPTO retrosynthesis dataset with 1.9M reactions from patents (1976-2016). Task: Predict the reactants needed to synthesize the given product. (1) The reactants are: [NH2:1][C:2]1[CH:7]=[C:6]([C:8]([CH3:11])([CH3:10])[CH3:9])[CH:5]=[CH:4][C:3]=1[NH:12][C:13](=O)[CH2:14][CH2:15][CH2:16][CH2:17][S:18][CH2:19][C@@H:20]1[C@@H:27]2[C@@H:23]([O:24][C:25]([CH3:29])([CH3:28])[O:26]2)[C@H:22]([N:30]2[CH:38]=[N:37][C:36]3[C:31]2=[N:32][CH:33]=[N:34][C:35]=3[NH2:39])[O:21]1. Given the product [C:8]([C:6]1[CH:5]=[CH:4][C:3]2[NH:12][C:13]([CH2:14][CH2:15][CH2:16][CH2:17][S:18][CH2:19][C@@H:20]3[C@H:27]4[O:26][C:25]([CH3:28])([CH3:29])[O:24][C@H:23]4[C@H:22]([N:30]4[CH:38]=[N:37][C:36]5[C:31]4=[N:32][CH:33]=[N:34][C:35]=5[NH2:39])[O:21]3)=[N:1][C:2]=2[CH:7]=1)([CH3:10])([CH3:9])[CH3:11], predict the reactants needed to synthesize it. (2) Given the product [CH:45]1([N:1]2[CH2:2][CH2:3][CH:4]([C:7]3[CH:8]=[CH:9][C:10]([NH:13][C:14]4[C:15]([C:33]([NH2:35])=[O:34])=[N:16][CH:17]=[C:18]([N:20]5[CH2:25][CH2:24][CH2:23][C@@H:22]([N:26]([CH3:32])[C:27]([N:29]([CH3:30])[CH3:31])=[O:28])[CH2:21]5)[N:19]=4)=[CH:11][CH:12]=3)[CH2:5][CH2:6]2)[CH2:49][CH2:48][CH2:47][CH2:46]1.[ClH:69], predict the reactants needed to synthesize it. The reactants are: [NH:1]1[CH2:6][CH2:5][CH:4]([C:7]2[CH:12]=[CH:11][C:10]([NH:13][C:14]3[C:15]([C:33]([NH2:35])=[O:34])=[N:16][CH:17]=[C:18]([N:20]4[CH2:25][CH2:24][CH2:23][C@@H:22]([N:26]([CH3:32])[C:27]([N:29]([CH3:31])[CH3:30])=[O:28])[CH2:21]4)[N:19]=3)=[CH:9][CH:8]=2)[CH2:3][CH2:2]1.CCN(C(C)C)C(C)C.[C:45]1(=O)[CH2:49][CH2:48][CH2:47][CH2:46]1.CC(O)=O.[BH-](OC(C)=O)(OC(C)=O)OC(C)=O.[Na+].[Cl:69]CCCl. (3) Given the product [C:1]([O:4][C:5]([CH3:18])([CH2:9][S:10][C:11]1[CH:16]=[CH:15][C:14]([F:17])=[CH:13][CH:12]=1)[C:6]([Cl:21])=[O:7])(=[O:3])[CH3:2], predict the reactants needed to synthesize it. The reactants are: [C:1]([O:4][C:5]([CH3:18])([CH2:9][S:10][C:11]1[CH:16]=[CH:15][C:14]([F:17])=[CH:13][CH:12]=1)[C:6](O)=[O:7])(=[O:3])[CH3:2].S(Cl)([Cl:21])=O. (4) Given the product [CH2:7]([N:9]([CH2:10][CH3:11])[C:2](=[O:3])[O:4][CH2:5][Cl:6])[CH3:8], predict the reactants needed to synthesize it. The reactants are: Cl[C:2]([O:4][CH2:5][Cl:6])=[O:3].[CH2:7]([NH:9][CH2:10][CH3:11])[CH3:8]. (5) Given the product [CH:14]1[C:9]2[N:8]([C:41]3[CH:46]=[CH:45][C:44]([C:33]4[CH:32]=[C:31]([NH2:34])[CH:30]=[CH:29][C:28]=4[NH2:27])=[CH:43][CH:42]=3)[C:5]3[C:4](=[CH:3][CH:2]=[CH:7][CH:6]=3)[C:10]=2[CH:11]=[CH:12][CH:13]=1, predict the reactants needed to synthesize it. The reactants are: I[C:2]1[CH:7]=[CH:6][C:5]([N:8]2C3C=CC=CC=3[C:14]3[C:9]2=[CH:10][CH:11]=[CH:12][CH:13]=3)=[CH:4][CH:3]=1.C1([NH:27][C:28]2[CH:33]=[CH:32][C:31]([NH2:34])=[CH:30][CH:29]=2)C=CC=CC=1.C(=O)([O-])[O-].[K+].[K+].[C:41]1(C)[CH:46]=[C:45](C)[CH:44]=[C:43](C)[CH:42]=1. (6) Given the product [Br:1][C:2]1[C:3]([N:23]2[CH2:27][CH2:26][C@H:25]([OH:28])[CH2:24]2)=[N:4][CH:5]=[C:6]([CH:21]=1)[C:7]([NH:9][C:10]1[CH:15]=[CH:14][C:13]([O:16][C:17]([F:20])([F:19])[F:18])=[CH:12][CH:11]=1)=[O:8], predict the reactants needed to synthesize it. The reactants are: [Br:1][C:2]1[C:3](Cl)=[N:4][CH:5]=[C:6]([CH:21]=1)[C:7]([NH:9][C:10]1[CH:15]=[CH:14][C:13]([O:16][C:17]([F:20])([F:19])[F:18])=[CH:12][CH:11]=1)=[O:8].[NH:23]1[CH2:27][CH2:26][C@H:25]([OH:28])[CH2:24]1. (7) Given the product [Cl:29][C:30]1[CH:37]=[CH:36][C:33]([CH2:34][N:26]2[CH2:27][CH2:28][CH:23]([N:11]3[CH:10]=[N:9][C:8]4[C:12]3=[N:13][C:14]([C:16]3[CH:17]=[C:18]([OH:22])[CH:19]=[N:20][CH:21]=3)=[N:15][C:7]=4[N:1]3[CH2:2][CH2:3][O:4][CH2:5][CH2:6]3)[CH2:24][CH2:25]2)=[CH:32][CH:31]=1, predict the reactants needed to synthesize it. The reactants are: [N:1]1([C:7]2[N:15]=[C:14]([C:16]3[CH:17]=[C:18]([OH:22])[CH:19]=[N:20][CH:21]=3)[N:13]=[C:12]3[C:8]=2[N:9]=[CH:10][N:11]3[CH:23]2[CH2:28][CH2:27][NH:26][CH2:25][CH2:24]2)[CH2:6][CH2:5][O:4][CH2:3][CH2:2]1.[Cl:29][C:30]1[CH:37]=[CH:36][C:33]([CH:34]=O)=[CH:32][CH:31]=1. (8) Given the product [N:1]1([C:12]([NH2:11])=[O:13])[CH2:6][CH2:5][S:4][CH2:3][CH2:2]1, predict the reactants needed to synthesize it. The reactants are: [NH:1]1[CH2:6][CH2:5][S:4][CH2:3][CH2:2]1.C[Si]([N:11]=[C:12]=[O:13])(C)C.